Dataset: Full USPTO retrosynthesis dataset with 1.9M reactions from patents (1976-2016). Task: Predict the reactants needed to synthesize the given product. (1) The reactants are: [Br:1]N1C(=O)CCC1=O.[OH:9][C:10]1[CH:19]=[C:18]2[C:13]([C:14](=[O:27])[C:15]([C:21]3[CH:26]=[CH:25][CH:24]=[CH:23][CH:22]=3)=[C:16]([CH3:20])[O:17]2)=[CH:12][CH:11]=1.O. Given the product [Br:1][C:19]1[C:10]([OH:9])=[CH:11][CH:12]=[C:13]2[C:18]=1[O:17][C:16]([CH3:20])=[C:15]([C:21]1[CH:26]=[CH:25][CH:24]=[CH:23][CH:22]=1)[C:14]2=[O:27], predict the reactants needed to synthesize it. (2) Given the product [CH3:30][C:27]1[N:28]=[CH:29][C:24](/[CH:22]=[CH:23]\[N:9]2[C:10]3[CH:11]=[CH:12][C:4]([O:3][C:2]([F:1])([F:20])[F:21])=[CH:5][C:6]=3[C:7]3[CH2:17][N:16]4[CH2:15][CH2:14][CH:13]([C:8]2=3)[CH2:19][CH2:18]4)=[CH:25][CH:26]=1, predict the reactants needed to synthesize it. The reactants are: [F:1][C:2]([F:21])([F:20])[O:3][C:4]1[CH:12]=[CH:11][C:10]2[NH:9][C:8]3[CH:13]4[CH2:19][CH2:18][N:16]([CH2:17][C:7]=3[C:6]=2[CH:5]=1)[CH2:15][CH2:14]4.[C:22]([C:24]1[CH:25]=[CH:26][C:27]([CH3:30])=[N:28][CH:29]=1)#[CH:23]. (3) Given the product [NH2:10][CH2:9][C:8]([N:7]1[CH2:6][CH2:5][N:4]([C:22]([O:24][C:25]([CH3:28])([CH3:27])[CH3:26])=[O:23])[CH2:3][C@@H:2]1[CH3:1])=[O:21], predict the reactants needed to synthesize it. The reactants are: [CH3:1][C@@H:2]1[N:7]([C:8](=[O:21])[CH2:9][NH:10]C(OCC2C=CC=CC=2)=O)[CH2:6][CH2:5][N:4]([C:22]([O:24][C:25]([CH3:28])([CH3:27])[CH3:26])=[O:23])[CH2:3]1.N#N. (4) The reactants are: F[C:2]1[CH:7]=[CH:6][C:5]([C:8]2[NH:9][CH:10]=[C:11]([CH2:19][CH2:20][CH2:21][NH:22][C:23](=O)[C:24](F)(F)F)[C:12]=2[C:13]2[CH:18]=[CH:17][N:16]=[CH:15][CH:14]=2)=[CH:4][CH:3]=1.Br[C:30]1[C:31](C2C=CN=CC=2)=C(C2C=CC(F)=CC=2)N([Si](C(C)C)(C(C)C)C(C)C)[CH:34]=1.C1C2N(CCC(=O)C2)CC1.C(N1CCC(=O)CC1)C1C=CC=CC=1. Given the product [CH2:34]1[CH:30]2[N:22]([CH2:21][CH:20]=[C:19]([C:11]3[C:12]([C:13]4[CH:18]=[CH:17][N:16]=[CH:15][CH:14]=4)=[C:8]([C:5]4[CH:6]=[CH:7][CH:2]=[CH:3][CH:4]=4)[NH:9][CH:10]=3)[CH2:31]2)[CH2:23][CH2:24]1, predict the reactants needed to synthesize it. (5) Given the product [CH3:2][C:3]1([CH2:10][CH2:11][C:12](=[O:14])[NH2:1])[C:7](=[O:8])[CH2:6][CH2:5][C:4]1=[O:9], predict the reactants needed to synthesize it. The reactants are: [NH3:1].[CH3:2][C:3]1([CH2:10][CH2:11][C:12]([O:14]C)=O)[C:7](=[O:8])[CH2:6][CH2:5][C:4]1=[O:9]. (6) Given the product [CH3:20][O:21][C:22](=[O:33])[CH2:23][CH2:24][C:25]1[CH:30]=[CH:29][C:28]([O:9][CH:7]([C:6]2[O:5][C:4]([C:10]3[CH:15]=[CH:14][C:13]([C:16]([F:19])([F:18])[F:17])=[CH:12][CH:11]=3)=[N:3][C:2]=2[CH3:1])[CH3:8])=[CH:27][C:26]=1[CH3:32], predict the reactants needed to synthesize it. The reactants are: [CH3:1][C:2]1[N:3]=[C:4]([C:10]2[CH:15]=[CH:14][C:13]([C:16]([F:19])([F:18])[F:17])=[CH:12][CH:11]=2)[O:5][C:6]=1[CH:7]([OH:9])[CH3:8].[CH3:20][O:21][C:22](=[O:33])[CH2:23][CH2:24][C:25]1[CH:30]=[CH:29][C:28](O)=[CH:27][C:26]=1[CH3:32].C(P(CCCC)CCCC)CCC.N(C(N1CCCCC1)=O)=NC(N1CCCCC1)=O. (7) Given the product [CH2:14]([N:10]1[C:9]([CH3:11])=[CH:8][CH:7]=[C:3]([C:4]([OH:6])=[O:5])[C:2]1=[O:1])[C:15]1[CH:20]=[CH:19][CH:18]=[CH:17][CH:16]=1, predict the reactants needed to synthesize it. The reactants are: [OH:1][C:2]1[N:10]=[C:9]([CH3:11])[CH:8]=[CH:7][C:3]=1[C:4]([OH:6])=[O:5].[OH-].[K+].[CH2:14](Br)[C:15]1[CH:20]=[CH:19][CH:18]=[CH:17][CH:16]=1. (8) Given the product [CH3:17][O:18][C:19]1[CH:20]=[C:21]([CH:29]=[CH:30][CH:31]=1)[CH2:22][N:23]1[CH2:27][CH2:26][C@@H:25]([NH:28][C:2]2[N:3]=[CH:4][C:5](/[CH:8]=[CH:9]/[C:10]([O:12][CH2:13][CH3:14])=[O:11])=[N:6][CH:7]=2)[CH2:24]1, predict the reactants needed to synthesize it. The reactants are: Cl[C:2]1[N:3]=[CH:4][C:5](/[CH:8]=[CH:9]/[C:10]([O:12][CH2:13][CH3:14])=[O:11])=[N:6][CH:7]=1.Cl.Cl.[CH3:17][O:18][C:19]1[CH:20]=[C:21]([CH:29]=[CH:30][CH:31]=1)[CH2:22][N:23]1[CH2:27][CH2:26][C@@H:25]([NH2:28])[CH2:24]1.C([O-])([O-])=O.[K+].[K+].O.